Predict which catalyst facilitates the given reaction. From a dataset of Catalyst prediction with 721,799 reactions and 888 catalyst types from USPTO. (1) Product: [Br:1][CH2:2][CH2:3][O:4][CH2:18][C@@H:16]([OH:17])[CH2:15][Cl:14]. Reactant: [Br:1][CH2:2][CH2:3][OH:4].B(F)(F)F.CCOCC.[Cl:14][CH2:15][C@H:16]1[CH2:18][O:17]1. The catalyst class is: 27. (2) Reactant: F[B-](F)(F)F.N1(O[C:16](N(C)C)=[N+:17](C)[CH3:18])C2C=CC=CC=2N=N1.[F:23][C:24]1[CH:25]=[CH:26][C:27]([O:48][C:49]2[CH:57]=[CH:56][C:52]([C:53](O)=[O:54])=[CH:51][CH:50]=2)=[C:28]2[C:32]=1[C@H:31]([O:33][C:34]1[CH:47]=[CH:46][C:37]3[C@H:38]([CH2:41][C:42]([O:44][CH3:45])=[O:43])[CH2:39][O:40][C:36]=3[CH:35]=1)[CH2:30][CH2:29]2.C(N(C(C)C)C(C)C)C.CNC. Product: [CH3:45][O:44][C:42](=[O:43])[CH2:41][C@H:38]1[C:37]2[CH:46]=[CH:47][C:34]([O:33][C@H:31]3[C:32]4[C:28](=[C:27]([O:48][C:49]5[CH:57]=[CH:56][C:52]([C:53](=[O:54])[N:17]([CH3:18])[CH3:16])=[CH:51][CH:50]=5)[CH:26]=[CH:25][C:24]=4[F:23])[CH2:29][CH2:30]3)=[CH:35][C:36]=2[O:40][CH2:39]1. The catalyst class is: 9. (3) Reactant: [CH3:1][Si:2]([CH3:7])([CH3:6])[CH2:3][CH2:4][OH:5].C(Cl)CCl.CCN(CC)CC.[OH:19][C:20]1[CH:25]=[CH:24][C:23]([CH2:26][CH2:27][CH2:28][C:29](O)=[O:30])=[CH:22][CH:21]=1. Product: [OH:19][C:20]1[CH:21]=[CH:22][C:23]([CH2:26][CH2:27][CH2:28][C:29]([O:5][CH2:4][CH2:3][Si:2]([CH3:7])([CH3:6])[CH3:1])=[O:30])=[CH:24][CH:25]=1. The catalyst class is: 230. (4) Reactant: [O:1]1[CH2:6][CH2:5][O:4][C:3]2[CH:7]=[C:8]([C:11]3[NH:12][C:13]4[N:14]([N:18]=[CH:19][C:20]=4[C:21]([NH2:23])=[O:22])[C:15](=[O:17])[CH:16]=3)[CH:9]=[CH:10][C:2]1=2.[CH3:24][C:25]([N:27]([CH3:29])[CH3:28])=O.[CH3:24][C:25]([N:27]([CH3:29])[CH3:28])=O. Product: [O:1]1[CH2:6][CH2:5][O:4][C:3]2[CH:7]=[C:8]([C:11]3[NH:12][C:13]4[N:14]([N:18]=[CH:19][C:20]=4[C:21](/[N:23]=[C:25](/[N:27]([CH3:29])[CH3:28])\[CH3:24])=[O:22])[C:15](=[O:17])[CH:16]=3)[CH:9]=[CH:10][C:2]1=2. The catalyst class is: 3. (5) Product: [CH2:20]([CH:14]1[NH:11][C:12](=[O:13])[N:4]([CH2:3][C:2]2([C:5]3[CH:6]=[CH:7][CH:8]=[CH:9][CH:10]=3)[CH2:1][CH2:5][CH2:2][CH2:1][CH2:3]2)[C:15]1=[O:17])[C:21]1[CH:22]=[CH:23][CH:24]=[CH:25][CH:26]=1. The catalyst class is: 4. Reactant: [CH2:1]1[C@@H:3]([NH2:4])[C@@H:2]1[C:5]1[CH:10]=[CH:9][CH:8]=[CH:7][CH:6]=1.[N:11]([CH:14]([CH2:20][C:21]1[CH:26]=[CH:25][CH:24]=[CH:23][CH:22]=1)[C:15]([O:17]CC)=O)=[C:12]=[O:13]. (6) Reactant: [CH3:1][N:2]1[CH2:7][CH2:6][N:5]([C:8]([C:10]2[CH:15]=[CH:14][C:13]([C:16]3[CH:17]=[CH:18][C:19]4[N:20]([C:22]([C:25]5[CH:32]=[CH:31][C:28]([C:29]#[N:30])=[CH:27][CH:26]=5)=[CH:23][N:24]=4)[CH:21]=3)=[CH:12][C:11]=2[N+:33]([O-])=O)=[O:9])[CH2:4][CH2:3]1.Cl.Cl[Sn]Cl. Product: [NH2:33][C:11]1[CH:12]=[C:13]([C:16]2[CH:17]=[CH:18][C:19]3[N:20]([C:22]([C:25]4[CH:26]=[CH:27][C:28]([C:29]#[N:30])=[CH:31][CH:32]=4)=[CH:23][N:24]=3)[CH:21]=2)[CH:14]=[CH:15][C:10]=1[C:8]([N:5]1[CH2:4][CH2:3][N:2]([CH3:1])[CH2:7][CH2:6]1)=[O:9]. The catalyst class is: 14. (7) Reactant: Br[C:2]1[CH:3]=[C:4]([CH:9]=[CH:10][CH:11]=1)[C:5]([O:7][CH3:8])=[O:6].[CH2:12]([Sn](CCCC)CCCC)[CH2:13][CH2:14]C.O. Product: [CH2:14]([C:2]1[CH:3]=[C:4]([CH:9]=[CH:10][CH:11]=1)[C:5]([O:7][CH3:8])=[O:6])[CH:13]=[CH2:12]. The catalyst class is: 3. (8) Reactant: Cl.CO.Cl.O1CCOCC1.[Br:11][C:12]1[C:13]([C@@H:18]([NH:28]S(C(C)(C)C)=O)[CH2:19][C:20]2[CH:25]=[C:24]([F:26])[CH:23]=[C:22]([F:27])[CH:21]=2)=[N:14][CH:15]=[CH:16][CH:17]=1.[C:35](O[C:35]([O:37][C:38]([CH3:41])([CH3:40])[CH3:39])=[O:36])([O:37][C:38]([CH3:41])([CH3:40])[CH3:39])=[O:36].C(N(CC)CC)C.C1(CC(NC(=O)CN2C3CCCCC=3C(C(F)(F)F)=N2)C2C(C3C=CC=CC=3C)=CC=CN=2)C=CC=CC=1. Product: [Br:11][C:12]1[C:13]([C@@H:18]([NH:28][C:35](=[O:36])[O:37][C:38]([CH3:41])([CH3:40])[CH3:39])[CH2:19][C:20]2[CH:21]=[C:22]([F:27])[CH:23]=[C:24]([F:26])[CH:25]=2)=[N:14][CH:15]=[CH:16][CH:17]=1. The catalyst class is: 781. (9) Reactant: [N:1]1[CH:6]=[CH:5][CH:4]=[CH:3][C:2]=1[C:7]1([CH2:12][OH:13])[CH2:11][CH2:10][CH2:9][CH2:8]1.C(N(CC)CC)C.[S:21](Cl)([CH3:24])(=[O:23])=[O:22].C(OCC)(=O)C. Product: [N:1]1[CH:6]=[CH:5][CH:4]=[CH:3][C:2]=1[C:7]1([CH2:12][O:13][S:21]([CH3:24])(=[O:23])=[O:22])[CH2:11][CH2:10][CH2:9][CH2:8]1. The catalyst class is: 665. (10) The catalyst class is: 2. Reactant: [C:1]([N:5]1[CH2:8][CH:7]([OH:9])[CH2:6]1)([CH3:4])([CH3:3])[CH3:2].C(N(CC)CC)C.[Br:17][C:18]1[CH:19]=[CH:20][C:21]([O:25][CH2:26][C:27]2[CH:32]=[CH:31][CH:30]=[C:29]([F:33])[CH:28]=2)=[C:22](O)[CH:23]=1.C([O-])([O-])=O.[K+].[K+]. Product: [Br:17][C:18]1[CH:23]=[CH:22][C:21]([O:25][CH2:26][C:27]2[CH:32]=[CH:31][CH:30]=[C:29]([F:33])[CH:28]=2)=[C:20]([CH:19]=1)[O:9][CH:7]1[CH2:8][N:5]([C:1]([CH3:4])([CH3:3])[CH3:2])[CH2:6]1.